From a dataset of Reaction yield outcomes from USPTO patents with 853,638 reactions. Predict the reaction yield, written as a fraction of the theoretical maximum amount of product (1.0 means a 100% yield; for example, 0.34 means a 34% yield). (1) The reactants are [Br:1][C:2]1[CH:8]=[C:7]([O:9][CH3:10])[CH:6]=[CH:5][C:3]=1[NH2:4].[C:11]([C:17]([O:19][CH3:20])=[O:18])#[C:12][C:13]([O:15][CH3:16])=[O:14].C(O)C. The catalyst is CO. The product is [CH3:16][O:15][C:13](=[O:14])[C:12]([NH:4][C:3]1[CH:5]=[CH:6][C:7]([O:9][CH3:10])=[CH:8][C:2]=1[Br:1])=[CH:11][C:17]([O:19][CH3:20])=[O:18]. The yield is 0.930. (2) The reactants are [NH2:1][C:2]1[CH:16]=[CH:15][C:5]2[C:6](=[O:14])[NH:7][C:8]3[C:13]([C:4]=2[CH:3]=1)=[CH:12][CH:11]=[CH:10][N:9]=3.Br[CH2:18][C:19]1[CH:24]=[CH:23][CH:22]=[C:21]([Cl:25])[CH:20]=1. No catalyst specified. The product is [Cl:25][C:21]1[CH:20]=[C:19]([CH:24]=[CH:23][CH:22]=1)[CH2:18][NH:1][C:2]1[CH:16]=[CH:15][C:5]2[C:6](=[O:14])[NH:7][C:8]3[C:13]([C:4]=2[CH:3]=1)=[CH:12][CH:11]=[CH:10][N:9]=3. The yield is 0.0800. (3) The reactants are Cl[C:2]1[N:7]=[CH:6][C:5]([S:8]([N:11]([CH:20]2[CH2:24][CH2:23][CH2:22][CH2:21]2)[CH2:12][CH:13]2[CH2:17][O:16][C:15]([CH3:19])([CH3:18])[O:14]2)(=[O:10])=[O:9])=[CH:4][CH:3]=1.O.[NH2:26][NH2:27]. No catalyst specified. The product is [CH:20]1([N:11]([CH2:12][CH:13]2[CH2:17][O:16][C:15]([CH3:19])([CH3:18])[O:14]2)[S:8]([C:5]2[CH:6]=[N:7][C:2]([NH:26][NH2:27])=[CH:3][CH:4]=2)(=[O:10])=[O:9])[CH2:24][CH2:23][CH2:22][CH2:21]1. The yield is 0.990. (4) The reactants are [C:1](Cl)(=[O:3])[CH3:2].[Cl:5][C:6]1[CH:7]=[CH:8][C:9]2[N:15]([CH2:16][C:17]([CH3:21])([CH3:20])[CH2:18][OH:19])[C:14](=[O:22])[C@@H:13]([CH2:23][C:24]([NH:26][C@H:27]([CH3:31])[C:28]([OH:30])=[O:29])=[O:25])[O:12][C@H:11]([C:32]3[CH:37]=[CH:36][CH:35]=[C:34]([O:38][CH3:39])[C:33]=3[O:40][CH3:41])[C:10]=2[CH:42]=1.N1C=CC=CC=1.C(OCC)(=O)C. The catalyst is O. The product is [C:1]([O:19][CH2:18][C:17]([CH3:20])([CH3:21])[CH2:16][N:15]1[C:9]2[CH:8]=[CH:7][C:6]([Cl:5])=[CH:42][C:10]=2[C@@H:11]([C:32]2[CH:37]=[CH:36][CH:35]=[C:34]([O:38][CH3:39])[C:33]=2[O:40][CH3:41])[O:12][C@H:13]([CH2:23][C:24]([NH:26][C@H:27]([CH3:31])[C:28]([OH:30])=[O:29])=[O:25])[C:14]1=[O:22])(=[O:3])[CH3:2]. The yield is 0.280. (5) The reactants are [CH3:1][O:2][CH2:3][C@H:4]([NH:6][C:7]([C:9]1[C:17]2[C:12](=[N:13][CH:14]=[C:15]([C:18]3[C:26]4[C:21](=[CH:22][C:23]([Cl:27])=[CH:24][CH:25]=4)[N:20]([CH3:28])[N:19]=3)[N:16]=2)[N:11](COCC[Si](C)(C)C)[CH:10]=1)=[O:8])[CH3:5].C(O)(C(F)(F)F)=O.C(N)CN. The catalyst is ClCCl. The product is [CH3:1][O:2][CH2:3][C@H:4]([NH:6][C:7]([C:9]1[C:17]2[C:12](=[N:13][CH:14]=[C:15]([C:18]3[C:26]4[C:21](=[CH:22][C:23]([Cl:27])=[CH:24][CH:25]=4)[N:20]([CH3:28])[N:19]=3)[N:16]=2)[NH:11][CH:10]=1)=[O:8])[CH3:5]. The yield is 0.590.